This data is from Full USPTO retrosynthesis dataset with 1.9M reactions from patents (1976-2016). The task is: Predict the reactants needed to synthesize the given product. (1) Given the product [Br:1][C:2]1[CH:3]=[C:4]([C:14]([F:16])([F:17])[F:15])[C:5]2[N:6]([C:8]([N+:23]([O-:25])=[O:24])=[C:9]([C:11]([OH:13])=[O:12])[N:10]=2)[CH:7]=1, predict the reactants needed to synthesize it. The reactants are: [Br:1][C:2]1[CH:3]=[C:4]([C:14]([F:17])([F:16])[F:15])[C:5]2[N:6]([CH:8]=[C:9]([C:11]([OH:13])=[O:12])[N:10]=2)[CH:7]=1.OS(O)(=O)=O.[N+:23]([O-])([OH:25])=[O:24]. (2) Given the product [F:1][C:2]1[CH:7]=[C:6]([F:8])[CH:5]=[CH:4][C:3]=1[CH:9]([F:30])[CH:10]1[CH2:15][CH2:14][N:13]([C:16]([O:18][C:19]([CH3:22])([CH3:21])[CH3:20])=[O:17])[CH2:12][CH2:11]1, predict the reactants needed to synthesize it. The reactants are: [F:1][C:2]1[CH:7]=[C:6]([F:8])[CH:5]=[CH:4][C:3]=1[CH:9](O)[CH:10]1[CH2:15][CH2:14][N:13]([C:16]([O:18][C:19]([CH3:22])([CH3:21])[CH3:20])=[O:17])[CH2:12][CH2:11]1.CCN(S(F)(F)[F:30])CC.